From a dataset of Retrosynthesis with 50K atom-mapped reactions and 10 reaction types from USPTO. Predict the reactants needed to synthesize the given product. (1) Given the product CCOC(=O)CCc1cn(Cc2cc(OCC)cc(OCc3csc(-c4cnccn4)n3)c2)cc1-c1ccccc1, predict the reactants needed to synthesize it. The reactants are: CCI.CCOC(=O)CCc1cn(Cc2cc(O)cc(OCc3csc(-c4cnccn4)n3)c2)cc1-c1ccccc1. (2) Given the product O=[N+]([O-])c1ccc(Oc2ccccc2)cn1, predict the reactants needed to synthesize it. The reactants are: O=[N+]([O-])c1ccc(Br)cn1.Oc1ccccc1. (3) Given the product CCCCCCC(Nc1ccc(C(=O)NCCC(=O)OCC)cc1)c1cc2cc(Cl)ccc2n1C, predict the reactants needed to synthesize it. The reactants are: CCCCCCC(Nc1ccc(C(=O)O)cc1)c1cc2cc(Cl)ccc2n1C.CCOC(=O)CCN.